This data is from Full USPTO retrosynthesis dataset with 1.9M reactions from patents (1976-2016). The task is: Predict the reactants needed to synthesize the given product. (1) Given the product [F:1][C:2]([F:6])([F:5])[CH2:3][O:4][CH2:10][CH2:11][OH:7], predict the reactants needed to synthesize it. The reactants are: [F:1][C:2]([F:6])([F:5])[CH2:3][OH:4].[O:7]1[CH2:11][CH2:10]OC1=O. (2) Given the product [C:22]1([C:16]2[O:15][N:14]=[C:13]([C:12]3[O:11][N:10]=[C:9]4[C:28]5[C:5]([CH2:6][CH2:7][C:8]=34)=[CH:4][C:3]([CH2:2][N:35]3[CH2:36][CH:37]([C:39]([O:41][C:42]([CH3:45])([CH3:44])[CH3:43])=[O:40])[CH2:38]3)=[CH:30][CH:29]=5)[C:17]=2[C:18]([F:20])([F:21])[F:19])[CH:27]=[CH:26][CH:25]=[CH:24][CH:23]=1, predict the reactants needed to synthesize it. The reactants are: Br[CH2:2][C:3]1[CH:4]=[C:5]2[C:28](=[CH:29][CH:30]=1)[C:9]1=[N:10][O:11][C:12]([C:13]3[C:17]([C:18]([F:21])([F:20])[F:19])=[C:16]([C:22]4[CH:27]=[CH:26][CH:25]=[CH:24][CH:23]=4)[O:15][N:14]=3)=[C:8]1[CH2:7][CH2:6]2.C(O)(=O)C.[NH:35]1[CH2:38][CH:37]([C:39]([O:41][C:42]([CH3:45])([CH3:44])[CH3:43])=[O:40])[CH2:36]1.C(N(CC)CC)C. (3) Given the product [CH3:5][O:6][C:7]1[CH:8]=[C:9]([CH:23]=[CH:24][CH:25]=1)[N:10]([CH3:22])[C:11]([C:13]1[CH:21]=[CH:20][CH:19]=[CH:18][C:14]=1[C:15]([Cl:3])=[O:16])=[O:12], predict the reactants needed to synthesize it. The reactants are: S(Cl)([Cl:3])=O.[CH3:5][O:6][C:7]1[CH:8]=[C:9]([CH:23]=[CH:24][CH:25]=1)[N:10]([CH3:22])[C:11]([C:13]1[CH:21]=[CH:20][CH:19]=[CH:18][C:14]=1[C:15](O)=[O:16])=[O:12].C1(C)C=CC=CC=1. (4) Given the product [CH3:13][O:14][C:15](=[O:20])[CH:16]([O:12][C:8]1[CH:9]=[C:10]2[C:5](=[CH:6][CH:7]=1)[N:4]=[CH:3][C:2]([Br:1])=[CH:11]2)[S:17][CH3:18], predict the reactants needed to synthesize it. The reactants are: [Br:1][C:2]1[CH:3]=[N:4][C:5]2[C:10]([CH:11]=1)=[CH:9][C:8]([OH:12])=[CH:7][CH:6]=2.[CH3:13][O:14][C:15](=[O:20])[CH:16](Cl)[S:17][CH3:18].C(=O)([O-])[O-].[K+].[K+].C(=O)([O-])O.[Na+]. (5) The reactants are: [NH:1]1[C:9]2[C:4](=[CH:5][CH:6]=[CH:7][CH:8]=2)[CH:3]=[CH:2]1.C(N(CC)CC)C.[N+:17]([C:20]1[CH:21]=[C:22]([S:26](Cl)(=[O:28])=[O:27])[CH:23]=[CH:24][CH:25]=1)([O-:19])=[O:18].ClCCl. Given the product [N+:17]([C:20]1[CH:21]=[C:22]([S:26]([N:1]2[C:9]3[C:4](=[CH:5][CH:6]=[CH:7][CH:8]=3)[CH:3]=[CH:2]2)(=[O:28])=[O:27])[CH:23]=[CH:24][CH:25]=1)([O-:19])=[O:18], predict the reactants needed to synthesize it. (6) Given the product [O:1]=[C:2]([NH:21][C:22]1[CH:27]=[CH:26][C:25]([O:28][C:29]2[CH:30]=[CH:31][CH:32]=[CH:33][CH:34]=2)=[CH:24][CH:23]=1)[CH2:3][N:4]1[CH2:9][CH2:8][CH:7]([NH:10][C:11]2[CH:20]=[CH:19][C:14]([C:15]([OH:17])=[O:16])=[CH:13][CH:12]=2)[CH2:6][CH2:5]1, predict the reactants needed to synthesize it. The reactants are: [O:1]=[C:2]([NH:21][C:22]1[CH:27]=[CH:26][C:25]([O:28][C:29]2[CH:34]=[CH:33][CH:32]=[CH:31][CH:30]=2)=[CH:24][CH:23]=1)[CH2:3][N:4]1[CH2:9][CH2:8][CH:7]([NH:10][C:11]2[CH:20]=[CH:19][C:14]([C:15]([O:17]C)=[O:16])=[CH:13][CH:12]=2)[CH2:6][CH2:5]1.[OH-].[Na+]. (7) Given the product [CH2:7]([C:9]1[CH:14]=[CH:13][C:12]([C:15]2[C:19]([CH2:20][O:21][C:22]3[CH:27]=[CH:26][C:25]([CH2:28][CH2:29][CH2:30][OH:31])=[C:24]([F:35])[C:23]=3[F:36])=[C:18]([C:37]([F:38])([F:40])[F:39])[S:17][N:16]=2)=[CH:11][CH:10]=1)[CH3:8], predict the reactants needed to synthesize it. The reactants are: [H-].[H-].[H-].[H-].[Li+].[Al+3].[CH2:7]([C:9]1[CH:14]=[CH:13][C:12]([C:15]2[C:19]([CH2:20][O:21][C:22]3[CH:27]=[CH:26][C:25]([CH2:28][CH2:29][C:30](OCC)=[O:31])=[C:24]([F:35])[C:23]=3[F:36])=[C:18]([C:37]([F:40])([F:39])[F:38])[S:17][N:16]=2)=[CH:11][CH:10]=1)[CH3:8]. (8) Given the product [CH2:1]([C:4]1[N:8]([CH2:9][C:10]2[CH:27]=[CH:26][C:13]3/[C:14](=[CH:23]/[C:24]4[NH:34][C:40](=[O:44])[O:41][N:25]=4)/[C:15]4[CH:22]=[CH:21][CH:20]=[CH:19][C:16]=4[CH2:17][CH2:18][C:12]=3[CH:11]=2)[C:7]2[CH:28]=[CH:29][CH:30]=[CH:31][C:6]=2[N:5]=1)[CH2:2][CH3:3], predict the reactants needed to synthesize it. The reactants are: [CH2:1]([C:4]1[N:8]([CH2:9][C:10]2[CH:27]=[CH:26][C:13]3/[C:14](=[CH:23]/[C:24]#[N:25])/[C:15]4[CH:22]=[CH:21][CH:20]=[CH:19][C:16]=4[CH2:17][CH2:18][C:12]=3[CH:11]=2)[C:7]2[CH:28]=[CH:29][CH:30]=[CH:31][C:6]=2[N:5]=1)[CH2:2][CH3:3].NO.[N:34]1C=CC=CC=1.[C:40](Cl)(=[O:44])[O:41]CC.C(=O)([O-])O.[Na+].CC(C)([O-])C.[K+].